The task is: Predict the product of the given reaction.. This data is from Forward reaction prediction with 1.9M reactions from USPTO patents (1976-2016). Given the reactants [I:1][C:2]1[CH:3]=[C:4]([CH2:8][OH:9])[CH:5]=[CH:6][CH:7]=1.[H-].[Na+].[CH2:12](Cl)[C:13]1[CH:18]=[CH:17][CH:16]=[CH:15][CH:14]=1, predict the reaction product. The product is: [CH2:12]([O:9][CH2:8][C:4]1[CH:5]=[CH:6][CH:7]=[C:2]([I:1])[CH:3]=1)[C:13]1[CH:18]=[CH:17][CH:16]=[CH:15][CH:14]=1.